This data is from Forward reaction prediction with 1.9M reactions from USPTO patents (1976-2016). The task is: Predict the product of the given reaction. (1) Given the reactants [F:1][C:2]1[CH:7]=[CH:6][C:5]([CH:8]([C:12]2[CH:17]=[CH:16][C:15]([F:18])=[CH:14][CH:13]=2)[C:9]([OH:11])=O)=[CH:4][CH:3]=1.[NH2:19][CH2:20][CH2:21][CH2:22][N:23]1[CH2:28][CH2:27][CH:26]([C:29]2[C:30]([F:42])=[CH:31][C:32]([F:41])=[C:33]([NH:35][C:36](=[O:40])[CH:37]([CH3:39])[CH3:38])[CH:34]=2)[CH2:25][CH2:24]1, predict the reaction product. The product is: [F:18][C:15]1[CH:16]=[CH:17][C:12]([CH:8]([C:5]2[CH:4]=[CH:3][C:2]([F:1])=[CH:7][CH:6]=2)[C:9]([NH:19][CH2:20][CH2:21][CH2:22][N:23]2[CH2:24][CH2:25][CH:26]([C:29]3[C:30]([F:42])=[CH:31][C:32]([F:41])=[C:33]([NH:35][C:36](=[O:40])[CH:37]([CH3:39])[CH3:38])[CH:34]=3)[CH2:27][CH2:28]2)=[O:11])=[CH:13][CH:14]=1. (2) Given the reactants [C:1]([N:5]1[C:10](=[O:11])[C:9]([Cl:12])=[C:8]([O:13][CH2:14][C:15]2[CH:20]=[CH:19][C:18]([O:21][CH:22]([CH2:28][CH2:29]O[SiH](C)C)[CH2:23]C(C)(C)C)=[CH:17][CH:16]=2)[CH:7]=[N:6]1)([CH3:4])([CH3:3])[CH3:2].[F-].C([N+](CCCC)(CCCC)CCCC)CCC.[O:52]1CCCC1, predict the reaction product. The product is: [C:1]([N:5]1[C:10](=[O:11])[C:9]([Cl:12])=[C:8]([O:13][CH2:14][C:15]2[CH:16]=[CH:17][C:18]([O:21][CH:22]([CH2:28][CH3:29])[CH2:23][OH:52])=[CH:19][CH:20]=2)[CH:7]=[N:6]1)([CH3:4])([CH3:2])[CH3:3].